Dataset: HIV replication inhibition screening data with 41,000+ compounds from the AIDS Antiviral Screen. Task: Binary Classification. Given a drug SMILES string, predict its activity (active/inactive) in a high-throughput screening assay against a specified biological target. The compound is O=[N+]([O-])C1([N+](=O)[O-])CCCc2nonc21. The result is 0 (inactive).